From a dataset of Forward reaction prediction with 1.9M reactions from USPTO patents (1976-2016). Predict the product of the given reaction. Given the reactants [ClH:1].C[C:3]1[CH:4]=[C:5]2[C:12](=[CH:13][CH:14]=1)[C:8]([CH2:9][CH2:10][NH2:11])=[CH:7][NH:6]2.C(O[CH:18](OCC)[CH2:19][N:20]([CH3:22])[CH3:21])C.Cl.[CH2:27](O)CCC, predict the reaction product. The product is: [ClH:1].[ClH:1].[CH3:27][C:14]1[CH:13]=[C:12]2[C:5](=[CH:4][CH:3]=1)[NH:6][C:7]1[CH:18]([CH2:19][N:20]([CH3:22])[CH3:21])[NH:11][CH2:10][CH2:9][C:8]2=1.